Predict which catalyst facilitates the given reaction. From a dataset of Catalyst prediction with 721,799 reactions and 888 catalyst types from USPTO. (1) Reactant: [CH2:1]([N:8]([CH2:17][C:18]1[CH:23]=[CH:22][CH:21]=[CH:20][CH:19]=1)[C:9]1[CH:14]=[C:13]([Br:15])[CH:12]=[CH:11][C:10]=1[F:16])[C:2]1[CH:7]=[CH:6][CH:5]=[CH:4][CH:3]=1.C([N-]C(C)C)(C)C.[Li+].C([Li])CCC.C(NC(C)C)(C)C.[C:44](=[O:46])=[O:45]. Product: [Br:15][C:13]1[CH:14]=[C:9]([N:8]([CH2:1][C:2]2[CH:3]=[CH:4][CH:5]=[CH:6][CH:7]=2)[CH2:17][C:18]2[CH:23]=[CH:22][CH:21]=[CH:20][CH:19]=2)[C:10]([F:16])=[C:11]([CH:12]=1)[C:44]([OH:46])=[O:45]. The catalyst class is: 1. (2) Reactant: [CH:1]1([CH2:6][C@H:7]([N:16]2[CH2:20][C:19]([O:21][C:22]3[CH:27]=[CH:26][CH:25]=[CH:24][C:23]=3[O:28][CH3:29])=[CH:18][C:17]2=[O:30])[C:8]([NH:10][C:11]2SC=C[N:15]=2)=[O:9])[CH2:5][CH2:4][CH2:3][CH2:2]1.NC1[CH:36]=[CH:35][N:34]([CH2:37][C:38]([CH3:41])([OH:40])[CH3:39])N=1.F[P-](F)(F)(F)(F)F.N1(O[P+](N(C)C)(N(C)C)N(C)C)C2C=CC=CC=2N=N1.C(N(CC)C(C)C)(C)C. Product: [CH:1]1([CH2:6][C@H:7]([N:16]2[CH2:20][C:19]([O:21][C:22]3[CH:27]=[CH:26][CH:25]=[CH:24][C:23]=3[O:28][CH3:29])=[CH:18][C:17]2=[O:30])[C:8]([NH:10][C:11]2[CH:36]=[CH:35][N:34]([CH2:37][C:38]([OH:40])([CH3:41])[CH3:39])[N:15]=2)=[O:9])[CH2:2][CH2:3][CH2:4][CH2:5]1. The catalyst class is: 4.